Dataset: NCI-60 drug combinations with 297,098 pairs across 59 cell lines. Task: Regression. Given two drug SMILES strings and cell line genomic features, predict the synergy score measuring deviation from expected non-interaction effect. Synergy scores: CSS=13.8, Synergy_ZIP=-4.01, Synergy_Bliss=-0.404, Synergy_Loewe=-10.6, Synergy_HSA=0.211. Drug 1: CC1=C2C(C(=O)C3(C(CC4C(C3C(C(C2(C)C)(CC1OC(=O)C(C(C5=CC=CC=C5)NC(=O)OC(C)(C)C)O)O)OC(=O)C6=CC=CC=C6)(CO4)OC(=O)C)O)C)O. Drug 2: C1=CN(C=N1)CC(O)(P(=O)(O)O)P(=O)(O)O. Cell line: SK-OV-3.